The task is: Regression/Classification. Given a drug SMILES string, predict its absorption, distribution, metabolism, or excretion properties. Task type varies by dataset: regression for continuous measurements (e.g., permeability, clearance, half-life) or binary classification for categorical outcomes (e.g., BBB penetration, CYP inhibition). For this dataset (lipophilicity_astrazeneca), we predict Y.. This data is from Experimental lipophilicity measurements (octanol/water distribution) for 4,200 compounds from AstraZeneca. (1) The Y is 1.22 logD. The compound is N#Cc1cc(CN2CCC2)cnc1-c1ccc(C(=O)Nc2ccccc2N)cc1. (2) The drug is COc1c(N2CCO[C@@H](CN(C)C)C2)c(F)cc2c(=O)c(C(=O)O)cn(C3CC3)c12. The Y is -0.620 logD. (3) The molecule is Cc1ccc2cc(C)c3nnc(SCC(=O)N4CCN(C(=O)c5ccco5)CC4)n3c2c1. The Y is 2.30 logD.